This data is from Catalyst prediction with 721,799 reactions and 888 catalyst types from USPTO. The task is: Predict which catalyst facilitates the given reaction. Reactant: [Br:1][C:2]1[CH:9]=[CH:8][C:5]([C:6]#[N:7])=[C:4]([F:10])[CH:3]=1.[CH2:11]([Mg]Br)[CH3:12].B(F)(F)F.CCOCC. Product: [Br:1][C:2]1[CH:9]=[CH:8][C:5]([C:6]2([NH2:7])[CH2:12][CH2:11]2)=[C:4]([F:10])[CH:3]=1. The catalyst class is: 28.